From a dataset of Catalyst prediction with 721,799 reactions and 888 catalyst types from USPTO. Predict which catalyst facilitates the given reaction. (1) Reactant: Cl[CH2:2][C:3]1[C:4]([C:9]2[CH:14]=[CH:13][CH:12]=[C:11]([O:15][CH3:16])[CH:10]=2)=[N:5][CH:6]=[CH:7][CH:8]=1.[OH:17][C:18]1[C:19]([CH:26]=[O:27])=[CH:20][C:21]([O:24][CH3:25])=[N:22][CH:23]=1.C(=O)([O-])[O-].[K+].[K+]. Product: [CH3:25][O:24][C:21]1[CH:20]=[C:19]([CH:26]=[O:27])[C:18]([O:17][CH2:2][C:3]2[C:4]([C:9]3[CH:14]=[CH:13][CH:12]=[C:11]([O:15][CH3:16])[CH:10]=3)=[N:5][CH:6]=[CH:7][CH:8]=2)=[CH:23][N:22]=1. The catalyst class is: 23. (2) Reactant: [O:1]1[CH2:6][CH2:5][N:4]([C:7]2[CH:12]=[CH:11][C:10]([C:13]3[N:22]=[C:21]([O:23][CH:24]4[CH2:29][CH2:28][C:27](=[O:30])[CH2:26][CH2:25]4)[C:20]4[C:15](=[N:16][CH:17]=[CH:18][N:19]=4)[CH:14]=3)=[CH:9][CH:8]=2)[CH2:3][CH2:2]1.[BH4-].[Na+].Cl. Product: [O:1]1[CH2:6][CH2:5][N:4]([C:7]2[CH:12]=[CH:11][C:10]([C:13]3[N:22]=[C:21]([O:23][CH:24]4[CH2:25][CH2:26][CH:27]([OH:30])[CH2:28][CH2:29]4)[C:20]4[C:15](=[N:16][CH:17]=[CH:18][N:19]=4)[CH:14]=3)=[CH:9][CH:8]=2)[CH2:3][CH2:2]1. The catalyst class is: 14. (3) Reactant: [Si:1]([O:8][C@H:9]([C:42]1[CH:47]=[CH:46][C:45]([F:48])=[CH:44][CH:43]=1)[CH2:10][S:11][C@H:12]1[C:15](=[O:16])[N:14]([C:17]2[CH:22]=[CH:21][C:20]([C:23]#[C:24][CH2:25][NH:26][S:27]([CH3:30])(=[O:29])=[O:28])=[CH:19][CH:18]=2)[C@@H:13]1[C:31]1[CH:41]=[CH:40][C:34]([O:35][CH2:36][C:37](O)=[O:38])=[CH:33][CH:32]=1)([C:4]([CH3:7])([CH3:6])[CH3:5])([CH3:3])[CH3:2].CN1CCOCC1.CN(C(ON1N=NC2C=CC=CC1=2)=[N+](C)C)C.[B-](F)(F)(F)F.[NH2:78][CH2:79][C:80]([NH:82][C@@H:83]([C:91]([OH:93])=[O:92])[CH2:84][CH:85]1[CH2:90][CH2:89][CH2:88][CH2:87][CH2:86]1)=[O:81]. Product: [Si:1]([O:8][C@H:9]([C:42]1[CH:47]=[CH:46][C:45]([F:48])=[CH:44][CH:43]=1)[CH2:10][S:11][C@H:12]1[C:15](=[O:16])[N:14]([C:17]2[CH:18]=[CH:19][C:20]([C:23]#[C:24][CH2:25][NH:26][S:27]([CH3:30])(=[O:29])=[O:28])=[CH:21][CH:22]=2)[C@@H:13]1[C:31]1[CH:32]=[CH:33][C:34]([O:35][CH2:36][C:37]([NH:78][CH2:79][C:80]([NH:82][C@@H:83]([C:91]([OH:93])=[O:92])[CH2:84][CH:85]2[CH2:90][CH2:89][CH2:88][CH2:87][CH2:86]2)=[O:81])=[O:38])=[CH:40][CH:41]=1)([C:4]([CH3:7])([CH3:5])[CH3:6])([CH3:2])[CH3:3]. The catalyst class is: 3. (4) Reactant: Cl.[CH3:2][O:3][NH2:4].[C:5]([C:8]1[C:16]2[S:15][C:14]([NH:17][C:18](=[O:22])[NH:19][CH2:20][CH3:21])=[N:13][C:12]=2[CH:11]=[C:10]([C:23]2[CH:24]=[N:25][C:26]([N:29]3[CH2:34][CH2:33][C:32]([CH3:40])([C:35]([O:37][CH2:38][CH3:39])=[O:36])[CH2:31][CH2:30]3)=[N:27][CH:28]=2)[CH:9]=1)(=O)[CH3:6]. Product: [CH2:20]([NH:19][C:18]([NH:17][C:14]1[S:15][C:16]2[C:8](/[C:5](/[CH3:6])=[N:4]/[O:3][CH3:2])=[CH:9][C:10]([C:23]3[CH:28]=[N:27][C:26]([N:29]4[CH2:30][CH2:31][C:32]([CH3:40])([C:35]([O:37][CH2:38][CH3:39])=[O:36])[CH2:33][CH2:34]4)=[N:25][CH:24]=3)=[CH:11][C:12]=2[N:13]=1)=[O:22])[CH3:21]. The catalyst class is: 3. (5) Reactant: [OH-].[Li+].[NH:3]1[CH:7]=[C:6]([CH2:8][CH2:9][C:10]([NH:12][C@H:13]([CH2:18][C:19]2[CH:24]=[CH:23][C:22]([O:25][CH3:26])=[CH:21][CH:20]=2)[C:14]([O:16]C)=[O:15])=[O:11])[N:5]=[CH:4]1. Product: [NH:3]1[CH:7]=[C:6]([CH2:8][CH2:9][C:10]([NH:12][C@H:13]([CH2:18][C:19]2[CH:24]=[CH:23][C:22]([O:25][CH3:26])=[CH:21][CH:20]=2)[C:14]([OH:16])=[O:15])=[O:11])[N:5]=[CH:4]1. The catalyst class is: 1. (6) Reactant: Cl.[NH2:2][CH:3]([C:6]1[CH:11]=[CH:10][C:9]([Cl:12])=[CH:8][CH:7]=1)[C:4]#[N:5].CCN=C=NCCCN(C)C.[F:24][C:25]1[C:26]([O:38][CH2:39][C:40]#[CH:41])=[C:27]([O:36][CH3:37])[CH:28]=[C:29]([CH2:31][CH2:32][C:33](O)=[O:34])[CH:30]=1.CN(C)C=O. Product: [Cl:12][C:9]1[CH:10]=[CH:11][C:6]([CH:3]([NH:2][C:33](=[O:34])[CH2:32][CH2:31][C:29]2[CH:30]=[C:25]([F:24])[C:26]([O:38][CH2:39][C:40]#[CH:41])=[C:27]([O:36][CH3:37])[CH:28]=2)[C:4]#[N:5])=[CH:7][CH:8]=1. The catalyst class is: 803. (7) Reactant: [Br:1][C:2]1[C:3]([C:16]2[S:17][CH2:18][C:19](O)([C:21]([F:24])([F:23])[F:22])[N:20]=2)=[CH:4][C:5]([NH:8][C:9](=[O:15])[O:10][C:11]([CH3:14])([CH3:13])[CH3:12])=[N:6][CH:7]=1.FC(F)(F)C(OC(=O)C(F)(F)F)=O.N1C(C)=CC=CC=1C. Product: [Br:1][C:2]1[C:3]([C:16]2[S:17][CH:18]=[C:19]([C:21]([F:24])([F:23])[F:22])[N:20]=2)=[CH:4][C:5]([NH:8][C:9](=[O:15])[O:10][C:11]([CH3:14])([CH3:13])[CH3:12])=[N:6][CH:7]=1. The catalyst class is: 216. (8) Reactant: Cl.[NH2:2][C@H:3]1[C@H:8]2[CH2:9][C@H:5]([CH2:6][CH2:7]2)[C@H:4]1[C:10]([O:12][CH3:13])=[O:11].C([O-])(=O)C.[Na+].[F:19][C:20]1[CH:27]=[CH:26][C:23]([CH:24]=O)=[CH:22][CH:21]=1.C([BH3-])#N.[Na+].C(=O)(O)[O-].[Na+]. Product: [F:19][C:20]1[CH:27]=[CH:26][C:23]([CH2:24][NH:2][C@H:3]2[C@H:8]3[CH2:9][C@H:5]([CH2:6][CH2:7]3)[C@H:4]2[C:10]([O:12][CH3:13])=[O:11])=[CH:22][CH:21]=1. The catalyst class is: 125.